Task: Predict the product of the given reaction.. Dataset: Forward reaction prediction with 1.9M reactions from USPTO patents (1976-2016) Given the reactants S(Cl)(Cl)=O.[CH:5]1([CH:11]([C:15]2[CH:20]=[CH:19][CH:18]=[CH:17][CH:16]=2)[C:12]([OH:14])=O)[CH2:10][CH2:9][CH2:8][CH2:7][CH2:6]1.[CH2:21]([O:23][C:24](=[O:32])[C:25]1[CH:30]=[CH:29][C:28]([NH2:31])=[CH:27][CH:26]=1)[CH3:22].C(N(CC)CC)C, predict the reaction product. The product is: [CH2:21]([O:23][C:24](=[O:32])[C:25]1[CH:30]=[CH:29][C:28]([NH:31][C:12](=[O:14])[CH:11]([CH:5]2[CH2:6][CH2:7][CH2:8][CH2:9][CH2:10]2)[C:15]2[CH:20]=[CH:19][CH:18]=[CH:17][CH:16]=2)=[CH:27][CH:26]=1)[CH3:22].